From a dataset of Catalyst prediction with 721,799 reactions and 888 catalyst types from USPTO. Predict which catalyst facilitates the given reaction. (1) Reactant: [NH:1]([C:8](=[O:33])[CH2:9][N:10]1[C:18]2[CH:17]=[CH:16][C:15]([Cl:19])=[C:14]([Cl:20])[C:13]=2[C:12]2[CH2:21][CH2:22][N:23](C(OC(C)(C)C)=O)[CH2:24][CH2:25][C:11]1=2)[C:2]1[CH:7]=[CH:6][CH:5]=[CH:4][CH:3]=1.C(O)(C(F)(F)F)=O. Product: [ClH:19].[Cl:19][C:15]1[CH:16]=[CH:17][C:18]2[N:10]([CH2:9][C:8]([NH:1][C:2]3[CH:7]=[CH:6][CH:5]=[CH:4][CH:3]=3)=[O:33])[C:11]3[CH2:25][CH2:24][NH:23][CH2:22][CH2:21][C:12]=3[C:13]=2[C:14]=1[Cl:20]. The catalyst class is: 2. (2) Reactant: [F:1][C:2]1[CH:7]=[CH:6][C:5]([C:8]2[N:9]=[CH:10][NH:11][CH:12]=2)=[CH:4][CH:3]=1.[CH2:13]=[O:14].O. Product: [F:1][C:2]1[CH:3]=[CH:4][C:5]([C:8]2[N:9]=[CH:10][N:11]([CH2:13][OH:14])[CH:12]=2)=[CH:6][CH:7]=1. The catalyst class is: 8. (3) Reactant: [C:1]([NH:5][C:6]1[CH:11]=[C:10]([F:12])[N:9]=[C:8](N)[N:7]=1)([CH3:4])([CH3:3])[CH3:2].[I:14]CI.N(OCCC(C)C)=O. Product: [C:1]([NH:5][C:6]1[CH:11]=[C:10]([F:12])[N:9]=[C:8]([I:14])[N:7]=1)([CH3:4])([CH3:3])[CH3:2]. The catalyst class is: 804. (4) Reactant: Br[C:2]1[CH:3]=[CH:4][CH:5]=[C:6]2[C:11]=1[N:10]=[C:9]([C:12]([F:21])([F:20])[C:13]1[CH:18]=[CH:17][C:16]([F:19])=[CH:15][N:14]=1)[N:8]=[C:7]2[S:22][CH3:23].C1(P(C2C=CC=CC=2)C2C3OC4C(=CC=CC=4P(C4C=CC=CC=4)C4C=CC=CC=4)C(C)(C)C=3C=CC=2)C=CC=CC=1.[CH3:66][S:67]([NH2:70])(=[O:69])=[O:68].C([O-])([O-])=O.[Cs+].[Cs+]. Product: [F:20][C:12]([F:21])([C:13]1[CH:18]=[CH:17][C:16]([F:19])=[CH:15][N:14]=1)[C:9]1[N:8]=[C:7]([S:22][CH3:23])[C:6]2[C:11](=[C:2]([NH:70][S:67]([CH3:66])(=[O:69])=[O:68])[CH:3]=[CH:4][CH:5]=2)[N:10]=1. The catalyst class is: 102. (5) Reactant: O.[CH3:2][N:3]([CH3:35])[CH2:4][CH2:5][N:6]([CH3:34])[C:7]1[C:12]([N+:13]([O-])=O)=[CH:11][C:10]([NH:16][C:17]2[N:22]=[C:21]([C:23]3[C:31]4[C:26](=[CH:27][CH:28]=[CH:29][CH:30]=4)[NH:25][CH:24]=3)[CH:20]=[CH:19][N:18]=2)=[C:9]([O:32][CH3:33])[CH:8]=1.[NH4+].[Cl-]. Product: [CH3:35][N:3]([CH3:2])[CH2:4][CH2:5][N:6]([CH3:34])[C:7]1[C:12]([NH2:13])=[CH:11][C:10]([NH:16][C:17]2[N:22]=[C:21]([C:23]3[C:31]4[C:26](=[CH:27][CH:28]=[CH:29][CH:30]=4)[NH:25][CH:24]=3)[CH:20]=[CH:19][N:18]=2)=[C:9]([O:32][CH3:33])[CH:8]=1. The catalyst class is: 679. (6) Reactant: [CH3:1][C:2]([CH3:21])([Si:4]([CH3:20])([CH3:19])[O:5][CH2:6][CH:7]([OH:18])[CH2:8][CH2:9][O:10][Si:11]([CH3:17])([CH3:16])[C:12]([CH3:15])([CH3:14])[CH3:13])[CH3:3].C(N(CC)CC)C.[CH3:29][S:30](Cl)(=[O:32])=[O:31]. The catalyst class is: 4. Product: [CH3:29][S:30]([O:18][CH:7]([CH2:8][CH2:9][O:10][Si:11]([CH3:17])([CH3:16])[C:12]([CH3:13])([CH3:14])[CH3:15])[CH2:6][O:5][Si:4]([CH3:20])([CH3:19])[C:2]([CH3:21])([CH3:1])[CH3:3])(=[O:32])=[O:31].